This data is from Aqueous solubility values for 9,982 compounds from the AqSolDB database. The task is: Regression/Classification. Given a drug SMILES string, predict its absorption, distribution, metabolism, or excretion properties. Task type varies by dataset: regression for continuous measurements (e.g., permeability, clearance, half-life) or binary classification for categorical outcomes (e.g., BBB penetration, CYP inhibition). For this dataset (solubility_aqsoldb), we predict Y. (1) The drug is CC(=O)[C@H]1CC[C@H]2[C@@H]3CC=C4C[C@@H](O)CC[C@]4(C)[C@H]3CC[C@]12C. The Y is -4.65 log mol/L. (2) The drug is C=C(C)OC. The Y is 1.14 log mol/L.